This data is from Full USPTO retrosynthesis dataset with 1.9M reactions from patents (1976-2016). The task is: Predict the reactants needed to synthesize the given product. (1) Given the product [F:28][C:23]1[CH:22]=[C:21]([CH:19]2[CH2:20][CH:18]2[C:16]([OH:17])=[O:15])[CH:26]=[CH:25][C:24]=1[O:27][CH2:2][C:3]1[C:4]([S:9][CH:10]([CH3:12])[CH3:11])=[N:5][CH:6]=[CH:7][CH:8]=1, predict the reactants needed to synthesize it. The reactants are: Cl[CH2:2][C:3]1[C:4]([S:9][CH:10]([CH3:12])[CH3:11])=[N:5][CH:6]=[CH:7][CH:8]=1.C([O:15][C:16]([CH:18]1[CH2:20][CH:19]1[C:21]1[CH:26]=[CH:25][C:24]([OH:27])=[C:23]([F:28])[CH:22]=1)=[O:17])C. (2) Given the product [CH3:1][O:2][C@@H:3]1[CH2:7][C:8](=[O:9])[O:10][C:4]1=[O:6], predict the reactants needed to synthesize it. The reactants are: [CH3:1][O:2][C@H:3]([CH2:7][C:8]([OH:10])=[O:9])[C:4]([OH:6])=O.C(Cl)(=O)C. (3) Given the product [NH2:1][C:2]1[C:7]2=[C:8]([C:18]3[CH:23]=[CH:22][C:21]([NH2:24])=[CH:20][CH:19]=3)[CH:9]=[C:10]([CH2:11][OH:12])[N:6]2[N:5]=[CH:4][N:3]=1, predict the reactants needed to synthesize it. The reactants are: [NH2:1][C:2]1[C:7]2=[C:8]([C:18]3[CH:23]=[CH:22][C:21]([NH2:24])=[CH:20][CH:19]=3)[CH:9]=[C:10]([C:11](OCCCC)=[O:12])[N:6]2[N:5]=[CH:4][N:3]=1.[H-].C([Al+]CC(C)C)C(C)C. (4) Given the product [CH3:24][O:23][C:14]1[CH:13]=[C:12]2[C:17](=[CH:16][C:15]=1[O:18][CH2:19][CH2:20][O:21][CH3:22])[C:8]([O:1][CH:2]1[CH2:6][CH2:5][O:4][CH2:3]1)=[N:9][C:10]([NH:25][C:26]1[CH:30]=[C:29]([CH3:31])[NH:28][N:27]=1)=[CH:11]2, predict the reactants needed to synthesize it. The reactants are: [OH:1][CH:2]1[CH2:6][CH2:5][O:4][CH2:3]1.Cl[C:8]1[C:17]2[C:12](=[CH:13][C:14]([O:23][CH3:24])=[C:15]([O:18][CH2:19][CH2:20][O:21][CH3:22])[CH:16]=2)[CH:11]=[C:10]([NH:25][C:26]2[CH:30]=[C:29]([CH3:31])[NH:28][N:27]=2)[N:9]=1.